This data is from NCI-60 drug combinations with 297,098 pairs across 59 cell lines. The task is: Regression. Given two drug SMILES strings and cell line genomic features, predict the synergy score measuring deviation from expected non-interaction effect. (1) Drug 1: C1=NC2=C(N=C(N=C2N1C3C(C(C(O3)CO)O)O)F)N. Drug 2: N.N.Cl[Pt+2]Cl. Cell line: IGROV1. Synergy scores: CSS=58.1, Synergy_ZIP=-0.664, Synergy_Bliss=-0.0737, Synergy_Loewe=-3.86, Synergy_HSA=0.770. (2) Drug 1: CC1=CC2C(CCC3(C2CCC3(C(=O)C)OC(=O)C)C)C4(C1=CC(=O)CC4)C. Drug 2: CN(C(=O)NC(C=O)C(C(C(CO)O)O)O)N=O. Cell line: UO-31. Synergy scores: CSS=4.84, Synergy_ZIP=1.02, Synergy_Bliss=3.76, Synergy_Loewe=4.48, Synergy_HSA=4.41.